From a dataset of NCI-60 drug combinations with 297,098 pairs across 59 cell lines. Regression. Given two drug SMILES strings and cell line genomic features, predict the synergy score measuring deviation from expected non-interaction effect. (1) Drug 1: CN1C(=O)N2C=NC(=C2N=N1)C(=O)N. Drug 2: CCC1(CC2CC(C3=C(CCN(C2)C1)C4=CC=CC=C4N3)(C5=C(C=C6C(=C5)C78CCN9C7C(C=CC9)(C(C(C8N6C)(C(=O)OC)O)OC(=O)C)CC)OC)C(=O)OC)O.OS(=O)(=O)O. Cell line: IGROV1. Synergy scores: CSS=0.193, Synergy_ZIP=-0.157, Synergy_Bliss=-0.290, Synergy_Loewe=-8.48, Synergy_HSA=-2.45. (2) Drug 1: C1=C(C(=O)NC(=O)N1)F. Drug 2: CC=C1C(=O)NC(C(=O)OC2CC(=O)NC(C(=O)NC(CSSCCC=C2)C(=O)N1)C(C)C)C(C)C. Cell line: OVCAR-4. Synergy scores: CSS=65.5, Synergy_ZIP=-0.484, Synergy_Bliss=-2.91, Synergy_Loewe=0.581, Synergy_HSA=3.00. (3) Drug 1: C1CN1C2=NC(=NC(=N2)N3CC3)N4CC4. Drug 2: CN1C2=C(C=C(C=C2)N(CCCl)CCCl)N=C1CCCC(=O)O.Cl. Cell line: NCI-H322M. Synergy scores: CSS=0.606, Synergy_ZIP=4.69, Synergy_Bliss=7.85, Synergy_Loewe=2.04, Synergy_HSA=2.66.